From a dataset of Reaction yield outcomes from USPTO patents with 853,638 reactions. Predict the reaction yield, written as a fraction of the theoretical maximum amount of product (1.0 means a 100% yield; for example, 0.34 means a 34% yield). The yield is 0.580. The product is [F:1][C:2]1[CH:7]=[C:6]([N:8]2[CH2:9][CH2:10][O:11][CH2:12][CH2:13]2)[C:5]([F:14])=[CH:4][C:3]=1[N:15]1[CH:20]=[C:19]([O:21][CH3:22])[C:18](=[O:23])[C:17]([C:24]([N:29]([O:30][CH3:31])[CH3:28])=[O:25])=[N:16]1. The catalyst is CN(C=O)C.CCOC(C)=O. The reactants are [F:1][C:2]1[CH:7]=[C:6]([N:8]2[CH2:13][CH2:12][O:11][CH2:10][CH2:9]2)[C:5]([F:14])=[CH:4][C:3]=1[N:15]1[CH:20]=[C:19]([O:21][CH3:22])[C:18](=[O:23])[C:17]([C:24](O)=[O:25])=[N:16]1.Cl.[CH3:28][NH:29][O:30][CH3:31].C1C=CC2N(O)N=NC=2C=1.C(N(CC)CC)C.CCN=C=NCCCN(C)C.